Dataset: Forward reaction prediction with 1.9M reactions from USPTO patents (1976-2016). Task: Predict the product of the given reaction. (1) Given the reactants [C:1]([C:5]1[CH:38]=[CH:37][C:8]([C:9](NC(C2C=CC(C3C=CN=C4NC(C5C=NN(C)C=5)=NC=34)=CC=2F)(C)C)=[O:10])=[CH:7][CH:6]=1)([CH3:4])([CH3:3])[CH3:2].[Br:39][C:40]1[CH:45]=[CH:44][C:43]([CH2:46][NH2:47])=[C:42]([C:48]([F:51])([F:50])[F:49])[CH:41]=1.C(=O)(O)[O-].[Na+].O.C1COCC1, predict the reaction product. The product is: [Br:39][C:40]1[CH:45]=[CH:44][C:43]([CH2:46][NH:47][C:9](=[O:10])[C:8]2[CH:37]=[CH:38][C:5]([C:1]([CH3:3])([CH3:2])[CH3:4])=[CH:6][CH:7]=2)=[C:42]([C:48]([F:49])([F:50])[F:51])[CH:41]=1. (2) Given the reactants N1CCCCC1.[Br:7][C:8]1[CH:9]=[C:10]([C:13]#[CH:14])[S:11][CH:12]=1.I[C:16]1[CH:29]=[CH:28][C:19]([O:20][CH2:21][CH2:22][N:23]2[CH2:27][CH2:26][CH2:25][CH2:24]2)=[CH:18][CH:17]=1, predict the reaction product. The product is: [Br:7][C:8]1[CH:9]=[C:10]([C:13]#[C:14][C:16]2[CH:29]=[CH:28][C:19]([O:20][CH2:21][CH2:22][N:23]3[CH2:27][CH2:26][CH2:25][CH2:24]3)=[CH:18][CH:17]=2)[S:11][CH:12]=1. (3) The product is: [N:15]1([S:12]([N:9]2[CH2:10][CH2:11][CH:6]([C:4]([OH:5])=[O:3])[CH2:7][CH2:8]2)(=[O:14])=[O:13])[CH2:16][CH2:17][O:18][CH2:19][CH2:20]1. Given the reactants C([O:3][C:4]([CH:6]1[CH2:11][CH2:10][N:9]([S:12]([N:15]2[CH2:20][CH2:19][O:18][CH2:17][CH2:16]2)(=[O:14])=[O:13])[CH2:8][CH2:7]1)=[O:5])C.[OH-].[Na+], predict the reaction product. (4) Given the reactants [F:1][C:2]([F:7])([F:6])[C:3]([OH:5])=[O:4].C(OC([N:15]1[CH2:20][CH2:19][C:18]([CH2:27][N:28]2[CH2:33][CH2:32][N:31]([C:34]([O:36][CH2:37][C:38]3[CH:43]=[CH:42][CH:41]=[CH:40][CH:39]=3)=[O:35])[CH2:30][C:29]2=[O:44])([NH:21][C:22]([O:24][CH2:25][CH3:26])=[O:23])[CH2:17][CH2:16]1)=O)(C)(C)C, predict the reaction product. The product is: [F:1][C:2]([F:7])([F:6])[C:3]([OH:5])=[O:4].[CH2:25]([O:24][C:22]([NH:21][C:18]1([CH2:27][N:28]2[CH2:33][CH2:32][N:31]([C:34]([O:36][CH2:37][C:38]3[CH:39]=[CH:40][CH:41]=[CH:42][CH:43]=3)=[O:35])[CH2:30][C:29]2=[O:44])[CH2:17][CH2:16][NH:15][CH2:20][CH2:19]1)=[O:23])[CH3:26].